This data is from Catalyst prediction with 721,799 reactions and 888 catalyst types from USPTO. The task is: Predict which catalyst facilitates the given reaction. (1) Reactant: C(OC([N:8]1[CH2:12][C@@H:11]([CH2:13][N:14]([CH:31]([CH3:33])[CH3:32])[C:15](=[O:30])[C:16]2[CH:21]=[CH:20][C:19]([O:22][CH3:23])=[C:18]([O:24][CH2:25][CH2:26][CH2:27][O:28][CH3:29])[CH:17]=2)[C@H:10]([NH2:34])[CH2:9]1)=O)(C)(C)C.Cl[CH2:36][C:37]([N:39]([CH:42]1[CH2:47][CH2:46][CH2:45][CH2:44][CH2:43]1)[CH2:40][CH3:41])=[O:38].[Cl-].CC#N.O. Product: [CH:42]1([N:39]([CH2:40][CH3:41])[C:37]([CH2:36][NH:34][C@@H:10]2[CH2:9][NH:8][CH2:12][C@H:11]2[CH2:13][N:14]([CH:31]([CH3:32])[CH3:33])[C:15](=[O:30])[C:16]2[CH:21]=[CH:20][C:19]([O:22][CH3:23])=[C:18]([O:24][CH2:25][CH2:26][CH2:27][O:28][CH3:29])[CH:17]=2)=[O:38])[CH2:47][CH2:46][CH2:45][CH2:44][CH2:43]1. The catalyst class is: 23. (2) The catalyst class is: 1. Reactant: [F:1][C:2]([F:7])([F:6])[C:3]([OH:5])=[O:4].[F:8]C(F)(F)C(O)=O.[Cl:15][C:16]1[CH:44]=[CH:43][C:19]([CH2:20][N:21]2[CH2:26][CH2:25][CH:24]([NH:27][CH2:28][CH2:29][CH2:30][O:31][C:32]3[CH:37]=[CH:36][CH:35]=[CH:34][C:33]=3[CH2:38]CC(O)=O)[CH2:23][CH2:22]2)=[CH:18][CH:17]=1.FC(F)(F)C(O)=O.FC(F)(F)C(O)=O.ClC1C=CC(CN2CCC(NC[C@@](O)(C)COC3C=C(F)C=CC=3CCC(O)=O)CC2)=CC=1.C1C=CC(P(C2C=CC=CC=2)C2C=CC=CC=2)=CC=1.CCOC(/N=N/C(OCC)=O)=O. Product: [F:1][C:2]([F:7])([F:6])[C:3]([OH:5])=[O:4].[F:1][C:2]([F:7])([F:6])[C:3]([OH:5])=[O:4].[Cl:15][C:16]1[CH:44]=[CH:43][C:19]([CH2:20][N:21]2[CH2:26][CH2:25][CH:24]([NH:27][CH2:28][CH2:29][CH2:30][O:31][C:32]3[CH:37]=[C:36]([F:8])[CH:35]=[CH:34][C:33]=3[CH2:38][CH2:2][C:3]([OH:5])=[O:4])[CH2:23][CH2:22]2)=[CH:18][CH:17]=1. (3) Reactant: [Cl:1][C:2]1[CH:7]=[CH:6][C:5]([C:8](=O)[CH2:9][CH:10]=O)=[CH:4][CH:3]=1.[CH:13]1[C:18]([NH:19][NH2:20])=[CH:17][CH:16]=[C:15]([S:21]([NH2:24])(=[O:23])=[O:22])[CH:14]=1.Cl.N1C=CC=N1. Product: [Cl:1][C:2]1[CH:7]=[CH:6][C:5]([C:8]2[N:19]([C:18]3[CH:13]=[CH:14][C:15]([S:21]([NH2:24])(=[O:23])=[O:22])=[CH:16][CH:17]=3)[N:20]=[CH:10][CH:9]=2)=[CH:4][CH:3]=1. The catalyst class is: 40. (4) Reactant: [C:1](=[O:7])=[N:2][S:3](Cl)(=[O:5])=[O:4].[CH3:8][C:9]([OH:12])([CH3:11])[CH3:10].[CH3:13][C:14]([C:17]1[CH:22]=[CH:21][C:20]([C:23]2[C:31]3[C:26](=[CH:27][CH:28]=[CH:29][CH:30]=3)[N:25]([CH2:32][C:33]3[CH:38]=[CH:37][CH:36]=[C:35]([N:39]4[CH2:44][CH2:43][NH:42][CH2:41][CH2:40]4)[CH:34]=3)[C:24]=2[C:45]([O:47]CC2C=CC=CC=2)=[O:46])=[CH:19][CH:18]=1)([CH3:16])[CH3:15]. Product: [CH3:8][C:9]([O:12][C:1]([NH:2][S:3]([N:42]1[CH2:43][CH2:44][N:39]([C:35]2[CH:34]=[C:33]([CH2:32][N:25]3[C:26]4[C:31](=[CH:30][CH:29]=[CH:28][CH:27]=4)[C:23]([C:20]4[CH:19]=[CH:18][C:17]([C:14]([CH3:15])([CH3:16])[CH3:13])=[CH:22][CH:21]=4)=[C:24]3[C:45]([OH:47])=[O:46])[CH:38]=[CH:37][CH:36]=2)[CH2:40][CH2:41]1)(=[O:5])=[O:4])=[O:7])([CH3:11])[CH3:10]. The catalyst class is: 2. (5) Product: [O:1]1[CH2:5][CH2:4][CH2:3][CH:2]1[C:6]1[NH:7][C:8]2[C:13]([CH:14]=1)=[CH:12][C:11]([S:15]([CH3:18])(=[O:17])=[O:16])=[CH:10][CH:9]=2. Reactant: [O:1]1[CH2:5][CH2:4][CH2:3][CH:2]1[C:6]1[N:7](S(C2C=CC=CC=2)(=O)=O)[C:8]2[C:13]([CH:14]=1)=[CH:12][C:11]([S:15]([CH3:18])(=[O:17])=[O:16])=[CH:10][CH:9]=2.[OH-].[K+].O. The catalyst class is: 83. (6) Reactant: CN(C=O)C.[Cl:6][C:7]1[N:12]=[CH:11][N:10]=[C:9]([C:13]([OH:15])=O)[CH:8]=1.C(Cl)(C([Cl:20])=O)=O. Product: [Cl:6][C:7]1[N:12]=[CH:11][N:10]=[C:9]([C:13]([Cl:20])=[O:15])[CH:8]=1. The catalyst class is: 2. (7) Reactant: [CH2:1]([CH:8]1[C:14](=[O:15])[CH2:13][CH:12]2[CH2:16][CH:9]1[CH2:10][CH2:11]2)[C:2]1[CH:7]=[CH:6][CH:5]=[CH:4][N:3]=1.CC([O-])(C)C.[K+].C1COCC1.[N:28](OCCC(C)C)=[O:29].Cl. Product: [CH2:1]([CH:8]1[C:14](=[O:15])[C:13](=[N:28][OH:29])[CH:12]2[CH2:16][CH:9]1[CH2:10][CH2:11]2)[C:2]1[CH:7]=[CH:6][CH:5]=[CH:4][N:3]=1. The catalyst class is: 1.